Dataset: NCI-60 drug combinations with 297,098 pairs across 59 cell lines. Task: Regression. Given two drug SMILES strings and cell line genomic features, predict the synergy score measuring deviation from expected non-interaction effect. (1) Drug 1: CC(C1=C(C=CC(=C1Cl)F)Cl)OC2=C(N=CC(=C2)C3=CN(N=C3)C4CCNCC4)N. Drug 2: CC1=C2C(C(=O)C3(C(CC4C(C3C(C(C2(C)C)(CC1OC(=O)C(C(C5=CC=CC=C5)NC(=O)OC(C)(C)C)O)O)OC(=O)C6=CC=CC=C6)(CO4)OC(=O)C)OC)C)OC. Cell line: UACC62. Synergy scores: CSS=43.6, Synergy_ZIP=2.72, Synergy_Bliss=4.55, Synergy_Loewe=-1.20, Synergy_HSA=5.39. (2) Drug 1: CCC1(CC2CC(C3=C(CCN(C2)C1)C4=CC=CC=C4N3)(C5=C(C=C6C(=C5)C78CCN9C7C(C=CC9)(C(C(C8N6C)(C(=O)OC)O)OC(=O)C)CC)OC)C(=O)OC)O.OS(=O)(=O)O. Drug 2: C1CN(P(=O)(OC1)NCCCl)CCCl. Cell line: K-562. Synergy scores: CSS=0.170, Synergy_ZIP=-3.18, Synergy_Bliss=-3.67, Synergy_Loewe=-41.1, Synergy_HSA=-11.6. (3) Drug 1: CN1C(=O)N2C=NC(=C2N=N1)C(=O)N. Drug 2: CC(C)NC(=O)C1=CC=C(C=C1)CNNC.Cl. Cell line: CCRF-CEM. Synergy scores: CSS=4.07, Synergy_ZIP=-0.434, Synergy_Bliss=1.95, Synergy_Loewe=1.16, Synergy_HSA=-0.00800. (4) Drug 1: CS(=O)(=O)C1=CC(=C(C=C1)C(=O)NC2=CC(=C(C=C2)Cl)C3=CC=CC=N3)Cl. Drug 2: C1=NC2=C(N1)C(=S)N=C(N2)N. Cell line: COLO 205. Synergy scores: CSS=28.0, Synergy_ZIP=3.34, Synergy_Bliss=4.78, Synergy_Loewe=-23.8, Synergy_HSA=-0.600.